The task is: Predict the reaction yield, written as a fraction of the theoretical maximum amount of product (1.0 means a 100% yield; for example, 0.34 means a 34% yield).. This data is from Reaction yield outcomes from USPTO patents with 853,638 reactions. (1) The reactants are C([O:8][C@H:9]1[CH2:13][CH2:12][CH2:11][C@@H:10]1[NH:14][C:15]1[CH:23]=[C:22]([N:24]2[C:32]3[CH2:31][C:30]([CH3:34])([CH3:33])[CH2:29][C:28](=[O:35])[C:27]=3[C:26]([CH3:36])=[N:25]2)[CH:21]=[CH:20][C:16]=1[C:17]([NH2:19])=[O:18])C1C=CC=CC=1. The catalyst is CO.[Pd]. The product is [OH:8][C@H:9]1[CH2:13][CH2:12][CH2:11][C@@H:10]1[NH:14][C:15]1[CH:23]=[C:22]([N:24]2[C:32]3[CH2:31][C:30]([CH3:33])([CH3:34])[CH2:29][C:28](=[O:35])[C:27]=3[C:26]([CH3:36])=[N:25]2)[CH:21]=[CH:20][C:16]=1[C:17]([NH2:19])=[O:18]. The yield is 0.410. (2) The product is [C:1]([C:5]1[CH:30]=[CH:29][CH:28]=[CH:27][C:6]=1[O:7][P:8]([CH:21]([CH3:31])[C:22]([O:24][CH2:25][CH3:26])=[O:23])([O:10][C:11]1[CH:16]=[CH:15][CH:14]=[CH:13][C:12]=1[C:17]([CH3:20])([CH3:19])[CH3:18])=[O:9])([CH3:2])([CH3:3])[CH3:4]. The catalyst is [NH4+].[Cl-]. The yield is 0.650. The reactants are [C:1]([C:5]1[CH:30]=[CH:29][CH:28]=[CH:27][C:6]=1[O:7][P:8]([CH2:21][C:22]([O:24][CH2:25][CH3:26])=[O:23])([O:10][C:11]1[CH:16]=[CH:15][CH:14]=[CH:13][C:12]=1[C:17]([CH3:20])([CH3:19])[CH3:18])=[O:9])([CH3:4])([CH3:3])[CH3:2].[CH3:31]C(C)([O-])C.[K+].IC. (3) The reactants are [Cl:1][C:2]1[CH:7]=[C:6]([Cl:8])[CH:5]=[CH:4][C:3]=1[OH:9].F[C:11]1[CH:16]=[CH:15][CH:14]=[CH:13][C:12]=1[N+:17]([O-:19])=[O:18].C(=O)([O-])[O-].[K+].[K+]. The catalyst is CN(C)C=O. The product is [Cl:1][C:2]1[CH:7]=[C:6]([Cl:8])[CH:5]=[CH:4][C:3]=1[O:9][C:11]1[CH:16]=[CH:15][CH:14]=[CH:13][C:12]=1[N+:17]([O-:19])=[O:18]. The yield is 0.970. (4) The reactants are [Cl:1][C:2]1[C:7]([O:8][CH3:9])=[CH:6][CH:5]=[CH:4][C:3]=1[NH:10][C:11](=[O:15])[CH:12]=NO.B(F)(F)F.CC[O:22]CC. No catalyst specified. The product is [Cl:1][C:2]1[C:7]([O:8][CH3:9])=[CH:6][CH:5]=[C:4]2[C:3]=1[NH:10][C:11](=[O:15])[C:12]2=[O:22]. The yield is 0.630. (5) The reactants are [OH:1][C:2]1[CH:9]=[CH:8][C:5]([C:6]#[N:7])=[CH:4][C:3]=1[CH2:10][CH2:11][CH3:12].[CH3:13][O:14][C:15](=[O:31])[CH2:16][N:17]1[C:25]2[C:20](=[CH:21][C:22]([O:26][CH2:27][CH2:28][CH2:29]Br)=[CH:23][CH:24]=2)[CH:19]=[CH:18]1.C(=O)([O-])[O-].[Cs+].[Cs+]. The catalyst is CN(C=O)C. The product is [CH3:13][O:14][C:15](=[O:31])[CH2:16][N:17]1[C:25]2[C:20](=[CH:21][C:22]([O:26][CH2:27][CH2:28][CH2:29][O:1][C:2]3[CH:9]=[CH:8][C:5]([C:6]#[N:7])=[CH:4][C:3]=3[CH2:10][CH2:11][CH3:12])=[CH:23][CH:24]=2)[CH:19]=[CH:18]1. The yield is 0.230.